From a dataset of Forward reaction prediction with 1.9M reactions from USPTO patents (1976-2016). Predict the product of the given reaction. (1) Given the reactants [CH3:1][N:2]1[C:7]2=[C:8]3[N:13]([C:14]([C:15]4[CH:16]=[C:17]([CH:20]=[CH:21][CH:22]=4)[C:18]#[N:19])=[C:6]2[C:5](=[O:32])[N:4]([CH3:33])[C:3]1=[O:34])[CH2:12][CH2:11][CH:10]=[C:9]3B1OC(C)(C)C(C)(C)O1.I[C:36]1[S:37][CH:38]=[C:39]([CH3:41])[N:40]=1.[OH-].[Ba+2].[OH-], predict the reaction product. The product is: [CH3:1][N:2]1[C:7]2=[C:8]3[N:13]([C:14]([C:15]4[CH:16]=[C:17]([CH:20]=[CH:21][CH:22]=4)[C:18]#[N:19])=[C:6]2[C:5](=[O:32])[N:4]([CH3:33])[C:3]1=[O:34])[CH2:12][CH2:11][CH:10]=[C:9]3[C:36]1[S:37][CH:38]=[C:39]([CH3:41])[N:40]=1. (2) Given the reactants [Cl:1][C:2]1[CH:9]=[C:8]([N:10]([CH2:16][C:17]2[CH:22]=[CH:21][CH:20]=[CH:19][C:18]=2[CH3:23])[C@H:11]2[CH2:15][CH2:14][NH:13][CH2:12]2)[CH:7]=[CH:6][C:3]=1[C:4]#[N:5].Br[CH2:25][CH2:26][CH:27]1[O:31][CH2:30][CH2:29][O:28]1, predict the reaction product. The product is: [Cl:1][C:2]1[CH:9]=[C:8]([N:10]([C@H:11]2[CH2:15][CH2:14][N:13]([CH2:25][CH2:26][CH:27]3[O:31][CH2:30][CH2:29][O:28]3)[CH2:12]2)[CH2:16][C:17]2[CH:22]=[CH:21][CH:20]=[CH:19][C:18]=2[CH3:23])[CH:7]=[CH:6][C:3]=1[C:4]#[N:5]. (3) Given the reactants [F:1][C:2]1[CH:3]=[CH:4][C:5]([N+:11]([O-:13])=[O:12])=[C:6]([CH:10]=1)[C:7](O)=[O:8].CO, predict the reaction product. The product is: [F:1][C:2]1[CH:3]=[CH:4][C:5]([N+:11]([O-:13])=[O:12])=[C:6]([CH2:7][OH:8])[CH:10]=1. (4) The product is: [C:15]([C:2]1[CH:3]=[C:4]([CH:9]=[CH:10][C:11]=1[CH2:12][CH3:13])[C:5]([O:7][CH3:8])=[O:6])#[N:16]. Given the reactants Br[C:2]1[CH:3]=[C:4]([CH:9]=[CH:10][C:11]=1[CH2:12][CH3:13])[C:5]([O:7][CH3:8])=[O:6].[Cu][C:15]#[N:16], predict the reaction product. (5) Given the reactants CS(Cl)(=O)=O.[CH:6]1([CH2:9]O)[CH2:8][CH2:7]1.[Br-].[Li+].[O:13]1[C@@H:25]2[C@@:26]34[CH2:28][CH2:29][NH:30][C@@H:20]([C@:21]3([OH:32])[CH2:22][CH2:23][C:24]2=[O:31])[CH2:19][C:18]2=[C:27]4[C:14]1=[C:15]([OH:33])[CH:16]=[CH:17]2, predict the reaction product. The product is: [CH2:7]1[CH:6]([CH2:9][N:30]2[C@@H:20]3[CH2:19][C:18]4[CH:17]=[CH:16][C:15]([OH:33])=[C:14]5[O:13][CH:25]6[C:24]([CH2:23][CH2:22][C@:21]3([OH:32])[C@:26]6([C:27]=45)[CH2:28][CH2:29]2)=[O:31])[CH2:8]1. (6) Given the reactants N.[Cl:2][C:3]1[CH:4]=[CH:5][C:6]([C@H:13]2[C@H:17]([C:18]#[N:19])[CH2:16][N:15]([CH3:20])[CH2:14]2)=[C:7]([CH:12]=1)[C:8](OC)=[O:9], predict the reaction product. The product is: [Cl:2][C:3]1[CH:4]=[CH:5][C:6]2[C@@H:13]3[CH2:14][N:15]([CH3:20])[CH2:16][C@H:17]3[CH2:18][NH:19][C:8](=[O:9])[C:7]=2[CH:12]=1.